This data is from Full USPTO retrosynthesis dataset with 1.9M reactions from patents (1976-2016). The task is: Predict the reactants needed to synthesize the given product. (1) Given the product [Cl:32][C:26]1[CH:27]=[C:28]([Cl:31])[CH:29]=[CH:30][C:25]=1[S:22]([N:19]1[CH2:20][CH2:21][CH:16]([C:13]2[C:12]3[C:7](=[CH:8][CH:9]=[C:10]([F:33])[CH:11]=3)[CH:6]=[C:5]([CH2:4][C:3]([OH:34])=[O:2])[C:14]=2[CH3:15])[CH2:17][CH2:18]1)(=[O:24])=[O:23], predict the reactants needed to synthesize it. The reactants are: C[O:2][C:3](=[O:34])[CH2:4][C:5]1[C:14]([CH3:15])=[C:13]([CH:16]2[CH2:21][CH2:20][N:19]([S:22]([C:25]3[CH:30]=[CH:29][C:28]([Cl:31])=[CH:27][C:26]=3[Cl:32])(=[O:24])=[O:23])[CH2:18][CH2:17]2)[C:12]2[C:7](=[CH:8][CH:9]=[C:10]([F:33])[CH:11]=2)[CH:6]=1.[OH-].[Li+]. (2) The reactants are: [Cl:1][C:2]1[N:7]=[C:6]([Cl:8])[CH:5]=[C:4](Cl)[N:3]=1.[CH2:10]([O:15][C:16]1[CH:21]=[CH:20][CH:19]=[CH:18][C:17]=1B(O)O)[CH2:11][CH:12]([CH3:14])[CH3:13].C1C=CC(P(C2C=CC=CC=2)C2C=CC=CC=2)=CC=1.C([O-])([O-])=O.[Na+].[Na+]. Given the product [Cl:1][C:2]1[N:7]=[C:6]([Cl:8])[CH:5]=[C:4]([C:21]2[CH:20]=[CH:19][CH:18]=[CH:17][C:16]=2[O:15][CH2:10][CH2:11][CH:12]([CH3:14])[CH3:13])[N:3]=1, predict the reactants needed to synthesize it. (3) Given the product [CH:14]1([CH2:13][C:4]2[C:5]3[O:9][CH2:8][C:7]([CH3:11])([CH3:10])[C:6]=3[CH:12]=[C:2]([B:30]([OH:33])[OH:31])[CH:3]=2)[CH2:19][CH2:18][CH2:17][CH2:16][CH2:15]1, predict the reactants needed to synthesize it. The reactants are: Br[C:2]1[CH:3]=[C:4]([CH2:13][CH:14]2[CH2:19][CH2:18][CH2:17][CH2:16][CH2:15]2)[C:5]2[O:9][CH2:8][C:7]([CH3:11])([CH3:10])[C:6]=2[CH:12]=1.C([Li])(C)(C)C.CCCCC.[B:30](OC)([O:33]C)[O:31]C. (4) Given the product [CH3:36][C:26]1[CH:31]=[CH:30][C:29]([S:32]([O:6][CH2:5][CH2:4][CH2:3][S:2][CH3:1])(=[O:34])=[O:33])=[CH:28][CH:27]=1, predict the reactants needed to synthesize it. The reactants are: [CH3:1][S:2][CH2:3][CH2:4][CH2:5][OH:6].C(N(CC)CC)C.CN(C)CCCCCCN(C)C.[C:26]1([CH3:36])[CH:31]=[CH:30][C:29]([S:32](Cl)(=[O:34])=[O:33])=[CH:28][CH:27]=1. (5) Given the product [N:1]1[CH:6]=[CH:5][CH:4]=[C:3]([C:7]2[C:15]3[O:14][CH2:13][CH2:12][C:11]=3[CH:10]=[C:9]([NH:16][C:17]([N:33]3[C:34]4[C:30](=[CH:29][C:28]([O:27][CH3:26])=[C:36]([C:37]([F:39])([F:40])[F:38])[CH:35]=4)[CH2:31][CH2:32]3)=[O:25])[CH:8]=2)[CH:2]=1, predict the reactants needed to synthesize it. The reactants are: [N:1]1[CH:6]=[CH:5][CH:4]=[C:3]([C:7]2[C:15]3[O:14][CH2:13][CH2:12][C:11]=3[CH:10]=[C:9]([NH:16][C:17](=[O:25])OC3C=CC=CC=3)[CH:8]=2)[CH:2]=1.[CH3:26][O:27][C:28]1[CH:29]=[C:30]2[C:34](=[CH:35][C:36]=1[C:37]([F:40])([F:39])[F:38])[NH:33][CH2:32][CH2:31]2.